Dataset: Forward reaction prediction with 1.9M reactions from USPTO patents (1976-2016). Task: Predict the product of the given reaction. (1) Given the reactants [CH2:1]([O:3][C:4]([C:6]1[C:10]2=[N:11][CH:12]=[CH:13][C:14](Cl)=[C:9]2[NH:8][C:7]=1[CH3:16])=[O:5])[CH3:2].[CH:17]1([CH2:20][O:21][C:22]2[CH:27]=[CH:26][C:25]([O:28][CH3:29])=[CH:24][C:23]=2B2OC(C)(C)C(C)(C)O2)[CH2:19][CH2:18]1, predict the reaction product. The product is: [CH:17]1([CH2:20][O:21][C:22]2[CH:23]=[CH:24][C:25]([O:28][CH3:29])=[CH:26][C:27]=2[C:14]2[CH:13]=[CH:12][N:11]=[C:10]3[C:6]([C:4]([O:3][CH2:1][CH3:2])=[O:5])=[C:7]([CH3:16])[NH:8][C:9]=23)[CH2:18][CH2:19]1. (2) Given the reactants [F:1][C:2]([F:14])([F:13])[O:3][C:4]1[CH:12]=[CH:11][C:7]([C:8]([OH:10])=O)=[CH:6][CH:5]=1.CN(C(ON1N=NC2C=CC=NC1=2)=[N+](C)C)C.F[P-](F)(F)(F)(F)F.CCN(C(C)C)C(C)C.[NH2:48][C:49]([CH3:67])([CH2:52][O:53][C:54]1[C:55]([F:66])=[C:56]([F:65])[C:57]2[CH2:61][O:60][B:59]([OH:62])[C:58]=2[C:63]=1[Cl:64])[C:50]#[N:51], predict the reaction product. The product is: [Cl:64][C:63]1[C:58]2[B:59]([OH:62])[O:60][CH2:61][C:57]=2[C:56]([F:65])=[C:55]([F:66])[C:54]=1[O:53][CH2:52][C:49]([NH:48][C:8](=[O:10])[C:7]1[CH:6]=[CH:5][C:4]([O:3][C:2]([F:1])([F:14])[F:13])=[CH:12][CH:11]=1)([C:50]#[N:51])[CH3:67]. (3) Given the reactants C([O:8][C:9]1[CH:17]=[CH:16][C:15]2[NH:14][C:13]3[C:18](=[CH:21][C:22]([O:24][CH2:25][CH3:26])=[O:23])[CH2:19][CH2:20][C:12]=3[C:11]=2[CH:10]=1)C1C=CC=CC=1.C(OCC)(=O)C.C(O)=O, predict the reaction product. The product is: [OH:8][C:9]1[CH:17]=[CH:16][C:15]2[NH:14][C:13]3[CH:18]([CH2:21][C:22]([O:24][CH2:25][CH3:26])=[O:23])[CH2:19][CH2:20][C:12]=3[C:11]=2[CH:10]=1. (4) Given the reactants [C:1]([C:4]1[CH:13]=[CH:12][C:11]2[C:6](=[CH:7][CH:8]=[CH:9][CH:10]=2)[CH:5]=1)(=[O:3])[CH3:2].[I:14]I.[N:16]1[CH:21]=[CH:20][CH:19]=[CH:18][CH:17]=1, predict the reaction product. The product is: [I-:14].[CH:5]1[C:6]2[C:11](=[CH:10][CH:9]=[CH:8][CH:7]=2)[CH:12]=[CH:13][C:4]=1[C:1](=[O:3])[CH2:2][N+:16]1[CH:21]=[CH:20][CH:19]=[CH:18][CH:17]=1. (5) Given the reactants [Cl:1][C:2]1[CH:6]=[N:5][N:4]([CH3:7])[C:3]=1[C:8]1[CH:9]=[C:10]([NH2:16])[CH:11]=[CH:12][C:13]=1[O:14][CH3:15].[Cl:17][C:18]1[CH:23]=[C:22]([Cl:24])[CH:21]=[CH:20][C:19]=1[N:25]=[C:26]=[O:27], predict the reaction product. The product is: [Cl:1][C:2]1[CH:6]=[N:5][N:4]([CH3:7])[C:3]=1[C:8]1[CH:9]=[C:10]([NH:16][C:26]([NH:25][C:19]2[CH:20]=[CH:21][C:22]([Cl:24])=[CH:23][C:18]=2[Cl:17])=[O:27])[CH:11]=[CH:12][C:13]=1[O:14][CH3:15]. (6) Given the reactants C([N:8]1[CH2:23][CH2:22][C:11]2([NH:20][C:19](=[O:21])[C:18]3[C:13](=[CH:14][CH:15]=[CH:16][CH:17]=3)[NH:12]2)[CH2:10][CH2:9]1)C1C=CC=CC=1, predict the reaction product. The product is: [NH:12]1[C:13]2[C:18](=[CH:17][CH:16]=[CH:15][CH:14]=2)[C:19](=[O:21])[NH:20][C:11]21[CH2:22][CH2:23][NH:8][CH2:9][CH2:10]2. (7) Given the reactants [NH:1]1[CH2:6][CH2:5][CH:4]([C:7]2[N:11]([C:12]3[CH:13]=[C:14]([CH:20]=[CH:21][CH:22]=3)[C:15]([O:17][CH2:18][CH3:19])=[O:16])[C:10]3[CH:23]=[CH:24][C:25]([C:27]([F:30])([F:29])[F:28])=[CH:26][C:9]=3[N:8]=2)[CH2:3][CH2:2]1.C(N(CC)CC)C.C1C[O:41][CH2:40][CH2:39]1.C(OC(=O)C)(=O)C, predict the reaction product. The product is: [C:40]([N:1]1[CH2:6][CH2:5][CH:4]([C:7]2[N:11]([C:12]3[CH:13]=[C:14]([CH:20]=[CH:21][CH:22]=3)[C:15]([O:17][CH2:18][CH3:19])=[O:16])[C:10]3[CH:23]=[CH:24][C:25]([C:27]([F:30])([F:29])[F:28])=[CH:26][C:9]=3[N:8]=2)[CH2:3][CH2:2]1)(=[O:41])[CH3:39]. (8) Given the reactants [CH3:1][O:2][C:3]1[C:12]2[C:7](=[CH:8][CH:9]=[CH:10][CH:11]=2)[C:6]([NH:13][S:14]([C:17]2S[CH:19]=[CH:20][CH:21]=2)(=[O:16])=[O:15])=[CH:5][C:4]=1[S:22][CH2:23][C:24]([O:26][CH3:27])=[O:25].[C:28]1(S(Cl)(=O)=O)C=CC=C[CH:29]=1, predict the reaction product. The product is: [CH3:1][O:2][C:3]1[C:12]2[C:7](=[CH:8][CH:9]=[CH:10][CH:11]=2)[C:6]([NH:13][S:14]([C:17]2[CH:21]=[CH:20][CH:19]=[CH:29][CH:28]=2)(=[O:15])=[O:16])=[CH:5][C:4]=1[S:22][CH2:23][C:24]([O:26][CH3:27])=[O:25]. (9) The product is: [CH3:1][C:2]1[CH:22]=[C:21]([N+:23]([O-:25])=[O:24])[CH:20]=[CH:19][C:3]=1[O:4][C:5]1[CH:10]=[CH:9][N:8]=[C:7]([NH2:11])[CH:6]=1. Given the reactants [CH3:1][C:2]1[CH:22]=[C:21]([N+:23]([O-:25])=[O:24])[CH:20]=[CH:19][C:3]=1[O:4][C:5]1[CH:10]=[CH:9][N:8]=[C:7]([NH:11]C(=O)OC(C)(C)C)[CH:6]=1.C(O)(C(F)(F)F)=O, predict the reaction product. (10) Given the reactants Br[CH:2]([C:4]1[CH:5]=[C:6]2[C:11](=[CH:12][CH:13]=1)[N:10]=[CH:9][CH:8]=[N:7]2)[CH3:3].C(N(C(C)C)CC)(C)C.[C:23]([C:27]1[CH:32]=[CH:31][C:30]([C:33]2[NH:37][C:36]3[CH:38]=[CH:39][CH:40]=[C:41]([N:42]4[CH2:47][CH2:46][NH:45][CH2:44][CH2:43]4)[C:35]=3[N:34]=2)=[CH:29][CH:28]=1)([CH3:26])([CH3:25])[CH3:24], predict the reaction product. The product is: [C:23]([C:27]1[CH:28]=[CH:29][C:30]([C:33]2[NH:37][C:36]3[CH:38]=[CH:39][CH:40]=[C:41]([N:42]4[CH2:47][CH2:46][N:45]([CH:2]([C:4]5[CH:5]=[C:6]6[C:11](=[CH:12][CH:13]=5)[N:10]=[CH:9][CH:8]=[N:7]6)[CH3:3])[CH2:44][CH2:43]4)[C:35]=3[N:34]=2)=[CH:31][CH:32]=1)([CH3:26])([CH3:24])[CH3:25].